This data is from Reaction yield outcomes from USPTO patents with 853,638 reactions. The task is: Predict the reaction yield, written as a fraction of the theoretical maximum amount of product (1.0 means a 100% yield; for example, 0.34 means a 34% yield). (1) The reactants are C(O[C:4](=[O:19])[C:5]([NH:7][C:8]1[CH:13]=[CH:12][C:11]([O:14][CH3:15])=[CH:10][C:9]=1[N+:16]([O-:18])=[O:17])=[O:6])C.C1(C)C=CC=CC=1.[CH2:27]([NH2:31])[CH2:28][CH2:29][CH3:30]. No catalyst specified. The product is [CH2:27]([NH:31][C:4](=[O:19])[C:5]([NH:7][C:8]1[CH:13]=[CH:12][C:11]([O:14][CH3:15])=[CH:10][C:9]=1[N+:16]([O-:18])=[O:17])=[O:6])[CH2:28][CH2:29][CH3:30]. The yield is 0.933. (2) The reactants are C([O:3][C:4](=[O:21])[C:5]1[CH:17]=[C:16]([CH2:18][O:19][CH3:20])[CH:15]=[C:7]([C:8]([N:10]([CH3:14])[CH2:11][CH2:12][CH3:13])=[O:9])[CH:6]=1)C. The catalyst is [OH-].[Na+].O. The product is [CH3:20][O:19][CH2:18][C:16]1[CH:15]=[C:7]([C:8]([N:10]([CH3:14])[CH2:11][CH2:12][CH3:13])=[O:9])[CH:6]=[C:5]([CH:17]=1)[C:4]([OH:21])=[O:3]. The yield is 0.930. (3) The reactants are I[C:2]1[CH:19]=[CH:18][C:5]([CH2:6][N:7]2[C:15](=[O:16])[C:14]3[C:9](=[CH:10][CH:11]=[CH:12][CH:13]=3)[C:8]2=[O:17])=[CH:4][CH:3]=1.[CH2:20]([OH:24])[CH2:21][C:22]#[CH:23]. The catalyst is [Pd](Cl)Cl.[Cu](I)I.C1(P(C2C=CC=CC=2)C2C=CC=CC=2)C=CC=CC=1.CN(C=O)C. The product is [OH:24][CH2:20][CH2:21][C:22]#[C:23][C:2]1[CH:19]=[CH:18][C:5]([CH2:6][N:7]2[C:15](=[O:16])[C:14]3[C:9](=[CH:10][CH:11]=[CH:12][CH:13]=3)[C:8]2=[O:17])=[CH:4][CH:3]=1. The yield is 0.450. (4) The product is [C:30]1([C:37]2[CH:38]=[CH:39][CH:40]=[CH:41][CH:42]=2)[CH:35]=[CH:34][CH:33]=[CH:32][C:31]=1[NH:36][C:24]([C:23]1[CH:22]=[C:21]([C:18]2[CH:19]=[CH:20][C:10]3[O:9][C:8]([C:5]4[CH:6]=[CH:7][C:2]([F:1])=[CH:3][CH:4]=4)=[C:12]([C:13]([NH:14][CH3:15])=[O:16])[C:11]=3[CH:17]=2)[CH:29]=[CH:28][CH:27]=1)=[O:25]. The catalyst is CO.CN(C=O)C. The reactants are [F:1][C:2]1[CH:7]=[CH:6][C:5]([C:8]2[O:9][C:10]3[CH:20]=[CH:19][C:18]([C:21]4[CH:22]=[C:23]([CH:27]=[CH:28][CH:29]=4)[C:24](O)=[O:25])=[CH:17][C:11]=3[C:12]=2[C:13](=[O:16])[NH:14][CH3:15])=[CH:4][CH:3]=1.[C:30]1([C:37]2[CH:42]=[CH:41][CH:40]=[CH:39][CH:38]=2)[C:31]([NH2:36])=[CH:32][CH:33]=[CH:34][CH:35]=1.CN(C(ON1N=NC2C=CC=NC1=2)=[N+](C)C)C.F[P-](F)(F)(F)(F)F.CCN(C(C)C)C(C)C. The yield is 0.410. (5) The reactants are [C:1]([O:4][CH2:5][C:6]1[C:7]([N:13]2[CH2:24][CH2:23][C:22]3[C:21]4[CH2:20][C:19]([CH3:26])([CH3:25])[CH2:18][C:17]=4[S:16][C:15]=3[C:14]2=[O:27])=[N:8][CH:9]=[CH:10][C:11]=1Cl)(=[O:3])[CH3:2].[CH3:28][C:29]1([CH3:45])[C:33]([CH3:35])([CH3:34])[O:32][B:31]([B:31]2[O:32][C:33]([CH3:35])([CH3:34])[C:29]([CH3:45])([CH3:28])[O:30]2)[O:30]1.CC(C1C=C(C(C)C)C(C2C=CC=CC=2P(C2CCCCC2)C2CCCCC2)=C(C(C)C)C=1)C.C([O-])(=O)C.[K+]. The product is [C:1]([O:4][CH2:5][C:6]1[C:7]([N:13]2[CH2:24][CH2:23][C:22]3[C:21]4[CH2:20][C:19]([CH3:26])([CH3:25])[CH2:18][C:17]=4[S:16][C:15]=3[C:14]2=[O:27])=[N:8][CH:9]=[CH:10][C:11]=1[B:31]1[O:32][C:33]([CH3:35])([CH3:34])[C:29]([CH3:45])([CH3:28])[O:30]1)(=[O:3])[CH3:2]. The yield is 0.980. The catalyst is C1C=CC(P(C2C=CC=CC=2)[C-]2C=CC=C2)=CC=1.C1C=CC(P(C2C=CC=CC=2)[C-]2C=CC=C2)=CC=1.Cl[Pd]Cl.[Fe+2].O1CCOCC1. (6) The reactants are [Br:1]Br.[N+:3]([C:6]1[CH:11]=[CH:10][CH:9]=[CH:8][C:7]=1[O:12][CH3:13])([O-:5])=[O:4].O. The catalyst is C(O)(=O)C. The product is [Br:1][C:10]1[CH:9]=[CH:8][C:7]([O:12][CH3:13])=[C:6]([N+:3]([O-:5])=[O:4])[CH:11]=1. The yield is 0.870.